From a dataset of Catalyst prediction with 721,799 reactions and 888 catalyst types from USPTO. Predict which catalyst facilitates the given reaction. (1) Reactant: [OH:1][C:2]1[CH:7]=[CH:6][C:5]([O:8][CH3:9])=[CH:4][C:3]=1[C:10](=[O:12])[CH3:11].[H-].[Na+].Br[CH2:16][CH:17]([CH3:19])[CH3:18]. Product: [CH2:16]([O:1][C:2]1[CH:7]=[CH:6][C:5]([O:8][CH3:9])=[CH:4][C:3]=1[C:10](=[O:12])[CH3:11])[CH:17]([CH3:19])[CH3:18]. The catalyst class is: 9. (2) Reactant: [CH2:1]([N:3]([S:17]([C:20]1[S:21][CH:22]=[CH:23][CH:24]=1)(=[O:19])=[O:18])[C:4]1[CH:5]=[CH:6][C:7]([CH3:16])=[C:8]2[C:12]=1[NH:11][C:10]([C:13]([NH2:15])=O)=[CH:9]2)[CH3:2].COC1C=CC(P2(SP(C3C=CC(OC)=CC=3)(=S)S2)=[S:34])=CC=1. Product: [CH2:1]([N:3]([S:17]([C:20]1[S:21][CH:22]=[CH:23][CH:24]=1)(=[O:19])=[O:18])[C:4]1[CH:5]=[CH:6][C:7]([CH3:16])=[C:8]2[C:12]=1[NH:11][C:10]([C:13](=[S:34])[NH2:15])=[CH:9]2)[CH3:2]. The catalyst class is: 7.